Dataset: Forward reaction prediction with 1.9M reactions from USPTO patents (1976-2016). Task: Predict the product of the given reaction. (1) Given the reactants [F:1][C:2]1[CH:3]=[C:4]2[C:9](=[C:10]([C:12](O)=[O:13])[CH:11]=1)[NH:8][CH:7]([C:15]1[CH:20]=[CH:19][CH:18]=[C:17]([N:21]3[CH2:26][CH2:25][N:24]([C:27]4[CH:32]=[CH:31][CH:30]=[CH:29][C:28]=4[CH3:33])[CH2:23][CH2:22]3)[CH:16]=1)[CH2:6][C:5]2([CH3:35])[CH3:34].[CH:36]1([S:39]([NH2:42])(=[O:41])=[O:40])[CH2:38][CH2:37]1, predict the reaction product. The product is: [F:1][C:2]1[CH:3]=[C:4]2[C:9](=[C:10]([C:12]([NH:42][S:39]([CH:36]3[CH2:38][CH2:37]3)(=[O:41])=[O:40])=[O:13])[CH:11]=1)[NH:8][CH:7]([C:15]1[CH:20]=[CH:19][CH:18]=[C:17]([N:21]3[CH2:26][CH2:25][N:24]([C:27]4[CH:32]=[CH:31][CH:30]=[CH:29][C:28]=4[CH3:33])[CH2:23][CH2:22]3)[CH:16]=1)[CH2:6][C:5]2([CH3:35])[CH3:34]. (2) Given the reactants [CH:1]1[C:11]2[CH2:10][CH2:9][C:8]3[CH:12]=[CH:13][CH:14]=[CH:15][C:7]=3[C:6](=[CH:16][C:17]3[CH:22]=[C:21]([NH2:23])[CH:20]=[CH:19][N:18]=3)[C:5]=2[CH:4]=[CH:3][CH:2]=1.C(N(CC)CC)C.[CH3:31][S:32](Cl)(=[O:34])=[O:33], predict the reaction product. The product is: [CH:12]1[C:8]2[CH2:9][CH2:10][C:11]3[CH:1]=[CH:2][CH:3]=[CH:4][C:5]=3[C:6](=[CH:16][C:17]3[CH:22]=[C:21]([NH:23][S:32]([CH3:31])(=[O:34])=[O:33])[CH:20]=[CH:19][N:18]=3)[C:7]=2[CH:15]=[CH:14][CH:13]=1.